Dataset: Catalyst prediction with 721,799 reactions and 888 catalyst types from USPTO. Task: Predict which catalyst facilitates the given reaction. (1) The catalyst class is: 4. Reactant: FC(F)(F)C(O)=O.[CH3:8][C:9]1(OC(=O)C=C)[N:13]([C:14](=[O:17])[CH:15]=[CH2:16])[C:12](=[O:18])[CH2:11][CH:10]1[C:19]1[CH:24]=[CH:23][CH:22]=[CH:21][CH:20]=1. Product: [CH2:8]=[C:9]1[N:13]([C:14](=[O:17])[CH:15]=[CH2:16])[C:12](=[O:18])[CH2:11][CH:10]1[C:19]1[CH:24]=[CH:23][CH:22]=[CH:21][CH:20]=1. (2) Reactant: [CH:1]12[O:6][CH:2]1[CH2:3][CH2:4][CH2:5]2.CC(C)([O-])C.[K+].[OH:13][C:14]1[CH:21]=[CH:20][C:17]([CH:18]=[O:19])=[CH:16][CH:15]=1. Product: [OH:6][C@@H:2]1[CH2:3][CH2:4][CH2:5][C@H:1]1[O:13][C:14]1[CH:21]=[CH:20][C:17]([CH:18]=[O:19])=[CH:16][CH:15]=1. The catalyst class is: 3.